The task is: Regression. Given two drug SMILES strings and cell line genomic features, predict the synergy score measuring deviation from expected non-interaction effect.. This data is from NCI-60 drug combinations with 297,098 pairs across 59 cell lines. (1) Drug 2: CCC(=C(C1=CC=CC=C1)C2=CC=C(C=C2)OCCN(C)C)C3=CC=CC=C3.C(C(=O)O)C(CC(=O)O)(C(=O)O)O. Drug 1: C1C(C(OC1N2C=C(C(=O)NC2=O)F)CO)O. Synergy scores: CSS=23.1, Synergy_ZIP=0.543, Synergy_Bliss=0.238, Synergy_Loewe=-14.0, Synergy_HSA=1.54. Cell line: HOP-92. (2) Drug 1: CCCS(=O)(=O)NC1=C(C(=C(C=C1)F)C(=O)C2=CNC3=C2C=C(C=N3)C4=CC=C(C=C4)Cl)F. Drug 2: CCC1=C2CN3C(=CC4=C(C3=O)COC(=O)C4(CC)O)C2=NC5=C1C=C(C=C5)O. Cell line: SF-268. Synergy scores: CSS=41.7, Synergy_ZIP=3.41, Synergy_Bliss=2.58, Synergy_Loewe=-40.2, Synergy_HSA=-0.00196. (3) Drug 1: CNC(=O)C1=CC=CC=C1SC2=CC3=C(C=C2)C(=NN3)C=CC4=CC=CC=N4. Drug 2: CC1=C(C=C(C=C1)C(=O)NC2=CC(=CC(=C2)C(F)(F)F)N3C=C(N=C3)C)NC4=NC=CC(=N4)C5=CN=CC=C5. Cell line: OVCAR-4. Synergy scores: CSS=-0.822, Synergy_ZIP=0.137, Synergy_Bliss=-0.130, Synergy_Loewe=-3.09, Synergy_HSA=-2.14. (4) Drug 1: CC(C1=C(C=CC(=C1Cl)F)Cl)OC2=C(N=CC(=C2)C3=CN(N=C3)C4CCNCC4)N. Drug 2: CC(CN1CC(=O)NC(=O)C1)N2CC(=O)NC(=O)C2. Cell line: OVCAR-8. Synergy scores: CSS=23.1, Synergy_ZIP=-1.26, Synergy_Bliss=3.02, Synergy_Loewe=2.92, Synergy_HSA=2.96. (5) Drug 1: CCC1(CC2CC(C3=C(CCN(C2)C1)C4=CC=CC=C4N3)(C5=C(C=C6C(=C5)C78CCN9C7C(C=CC9)(C(C(C8N6C=O)(C(=O)OC)O)OC(=O)C)CC)OC)C(=O)OC)O.OS(=O)(=O)O. Drug 2: CC1=C(C=C(C=C1)C(=O)NC2=CC(=CC(=C2)C(F)(F)F)N3C=C(N=C3)C)NC4=NC=CC(=N4)C5=CN=CC=C5. Cell line: OVCAR-5. Synergy scores: CSS=1.60, Synergy_ZIP=1.92, Synergy_Bliss=2.30, Synergy_Loewe=1.73, Synergy_HSA=-0.759. (6) Synergy scores: CSS=16.7, Synergy_ZIP=-5.06, Synergy_Bliss=-2.49, Synergy_Loewe=-7.83, Synergy_HSA=-2.46. Drug 1: CC1OCC2C(O1)C(C(C(O2)OC3C4COC(=O)C4C(C5=CC6=C(C=C35)OCO6)C7=CC(=C(C(=C7)OC)O)OC)O)O. Cell line: OVCAR-5. Drug 2: C1=NC2=C(N=C(N=C2N1C3C(C(C(O3)CO)O)O)F)N. (7) Drug 1: C1=CC(=CC=C1CC(C(=O)O)N)N(CCCl)CCCl.Cl. Drug 2: CC12CCC3C(C1CCC2OP(=O)(O)O)CCC4=C3C=CC(=C4)OC(=O)N(CCCl)CCCl.[Na+]. Cell line: HOP-62. Synergy scores: CSS=15.0, Synergy_ZIP=-1.54, Synergy_Bliss=1.79, Synergy_Loewe=-10.2, Synergy_HSA=-2.34. (8) Drug 1: CC1=CC=C(C=C1)C2=CC(=NN2C3=CC=C(C=C3)S(=O)(=O)N)C(F)(F)F. Drug 2: C(CN)CNCCSP(=O)(O)O. Cell line: UO-31. Synergy scores: CSS=0.216, Synergy_ZIP=5.57, Synergy_Bliss=-1.84, Synergy_Loewe=-2.88, Synergy_HSA=-2.31. (9) Drug 2: CC1=C2C(C(=O)C3(C(CC4C(C3C(C(C2(C)C)(CC1OC(=O)C(C(C5=CC=CC=C5)NC(=O)C6=CC=CC=C6)O)O)OC(=O)C7=CC=CC=C7)(CO4)OC(=O)C)O)C)OC(=O)C. Synergy scores: CSS=-2.15, Synergy_ZIP=2.26, Synergy_Bliss=3.21, Synergy_Loewe=-7.64, Synergy_HSA=-4.08. Drug 1: CC1=C(C=C(C=C1)C(=O)NC2=CC(=CC(=C2)C(F)(F)F)N3C=C(N=C3)C)NC4=NC=CC(=N4)C5=CN=CC=C5. Cell line: PC-3.